This data is from Forward reaction prediction with 1.9M reactions from USPTO patents (1976-2016). The task is: Predict the product of the given reaction. Given the reactants ClC(OC(Cl)C)=O.[Cl:8][C:9]1[CH:14]=[CH:13][C:12]([C:15]2[CH:16]=[N:17][C:18]([CH:21]3[CH2:26][CH2:25][N:24](C)[CH2:23][CH2:22]3)=[N:19][CH:20]=2)=[CH:11][CH:10]=1.CO, predict the reaction product. The product is: [Cl:8][C:9]1[CH:14]=[CH:13][C:12]([C:15]2[CH:16]=[N:17][C:18]([CH:21]3[CH2:26][CH2:25][NH:24][CH2:23][CH2:22]3)=[N:19][CH:20]=2)=[CH:11][CH:10]=1.